From a dataset of Full USPTO retrosynthesis dataset with 1.9M reactions from patents (1976-2016). Predict the reactants needed to synthesize the given product. (1) Given the product [C:28]([O:32][C:33]([NH:35][C@@H:36]([C:38]1[C:39]([F:67])=[C:40]([C:2]2[CH:23]=[C:22]([S:24]([CH3:27])(=[O:26])=[O:25])[CH:21]=[C:4]([CH2:5][O:6][C:7]3[CH:12]=[CH:11][CH:10]=[CH:9][C:8]=3[CH2:13][C:14]([O:16][C:17]([CH3:20])([CH3:19])[CH3:18])=[O:15])[CH:3]=2)[CH:41]=[CH:42][CH:43]=1)[CH3:37])=[O:34])([CH3:29])([CH3:30])[CH3:31], predict the reactants needed to synthesize it. The reactants are: Br[C:2]1[CH:3]=[C:4]([CH:21]=[C:22]([S:24]([CH3:27])(=[O:26])=[O:25])[CH:23]=1)[CH2:5][O:6][C:7]1[CH:12]=[CH:11][CH:10]=[CH:9][C:8]=1[CH2:13][C:14]([O:16][C:17]([CH3:20])([CH3:19])[CH3:18])=[O:15].[C:28]([O:32][C:33]([NH:35][C@@H:36]([C:38]1[C:39]([F:67])=[C:40](C2C=C(O)C=C(COC3C=CC=CC=3CC(OC(C)(C)C)=O)C=2)[CH:41]=[CH:42][CH:43]=1)[CH3:37])=[O:34])([CH3:31])([CH3:30])[CH3:29].[O-]P([O-])([O-])=O.[K+].[K+].[K+].C(Cl)Cl. (2) The reactants are: [ClH:1].O1CCOCC1.O[C:9]1([C:23]2[CH:28]=[CH:27][C:26]([O:29][CH3:30])=[CH:25][CH:24]=2)[CH2:15][CH2:14][CH2:13][N:12](C(OC(C)(C)C)=O)[CH2:11][CH2:10]1. Given the product [ClH:1].[CH3:30][O:29][C:26]1[CH:25]=[CH:24][C:23]([C:9]2[CH2:15][CH2:14][CH2:13][NH:12][CH2:11][CH:10]=2)=[CH:28][CH:27]=1, predict the reactants needed to synthesize it. (3) Given the product [CH3:65][O:64][CH2:48][CH2:49][N:8]1[CH2:9][CH2:10][C:11]([S:21]([C:24]2[CH:29]=[CH:28][C:27]([C:30]3[CH:35]=[CH:34][C:33]([O:36][C:37]([F:42])([F:41])[CH:38]([F:40])[F:39])=[CH:32][CH:31]=3)=[CH:26][CH:25]=2)(=[O:22])=[O:23])([C:14]([NH:79][O:78][CH:73]2[CH2:74][CH2:75][CH2:76][CH2:77][O:72]2)=[O:15])[CH2:12][CH2:13]1, predict the reactants needed to synthesize it. The reactants are: C([N:8]1[CH2:13][CH2:12][C:11]([S:21]([C:24]2[CH:29]=[CH:28][C:27]([C:30]3[CH:35]=[CH:34][C:33]([O:36][C:37]([F:42])([F:41])[CH:38]([F:40])[F:39])=[CH:32][CH:31]=3)=[CH:26][CH:25]=2)(=[O:23])=[O:22])([C:14](OC(C)(C)C)=[O:15])[CH2:10][CH2:9]1)C1C=CC=CC=1.C(N([CH2:48][CH3:49])CC)C.F[B-](F)(F)F.N1([O:64][C:65](N(C)C)=[N+](C)C)C2C=CC=CC=2N=N1.[O:72]1[CH2:77][CH2:76][CH2:75][CH2:74][CH:73]1[O:78][NH2:79]. (4) The reactants are: [CH3:1][O:2][C:3]1[C:8]2[N:9]=[C:10]([NH2:12])[S:11][C:7]=2[C:6]([NH:13][CH3:14])=[CH:5][CH:4]=1.C(=O)([O-])[O-].[K+].[K+].[CH3:21][O:22][C:23]1[CH:30]=[CH:29][C:26]([CH2:27]Cl)=[CH:25][CH:24]=1.[Br:31][C:32]1[CH:33]=[C:34]([CH:38]=[CH:39][N:40]=1)[C:35](O)=[O:36].CN(C(ON1N=NC2C=CC=NC1=2)=[N+](C)C)C.F[P-](F)(F)(F)(F)F.C(N(C(C)C)C(C)C)C. Given the product [Br:31][C:32]1[CH:33]=[C:34]([CH:38]=[CH:39][N:40]=1)[C:35]([NH:12][C:10]1[S:11][C:7]2[C:6]([N:13]([CH2:27][C:26]3[CH:29]=[CH:30][C:23]([O:22][CH3:21])=[CH:24][CH:25]=3)[CH3:14])=[CH:5][CH:4]=[C:3]([O:2][CH3:1])[C:8]=2[N:9]=1)=[O:36], predict the reactants needed to synthesize it. (5) The reactants are: I[CH:2]([CH3:4])[CH3:3].C([O-])([O-])=O.[K+].[K+].[F:11][C:12]1[CH:13]=[C:14]2[C:18](=[CH:19][CH:20]=1)[NH:17][C:16]([CH3:21])=[C:15]2[C:22]1[C:27]2[CH:28]=[CH:29][CH:30]=[CH:31][C:26]=2[S:25](=[O:33])(=[O:32])[NH:24][N:23]=1.Br[CH2:35][C:36]([O:38][C:39]([CH3:42])([CH3:41])[CH3:40])=[O:37]. Given the product [C:39]([O:38][C:36](=[O:37])[CH2:35][N:17]1[C:18]2[C:14](=[CH:13][C:12]([F:11])=[CH:20][CH:19]=2)[C:15]([C:22]2[C:27]3[CH:28]=[CH:29][CH:30]=[CH:31][C:26]=3[S:25](=[O:32])(=[O:33])[N:24]([CH:2]([CH3:4])[CH3:3])[N:23]=2)=[C:16]1[CH3:21])([CH3:42])([CH3:41])[CH3:40], predict the reactants needed to synthesize it. (6) Given the product [CH2:1]([O:8][CH2:9][C:10]1([CH2:20][OH:21])[CH2:19][CH2:18][C:13]2([O:14][CH2:15][CH2:16][O:17]2)[CH2:12][CH2:11]1)[C:2]1[CH:7]=[CH:6][CH:5]=[CH:4][CH:3]=1, predict the reactants needed to synthesize it. The reactants are: [CH2:1]([O:8][CH2:9][C:10]1([C:20](OCC)=[O:21])[CH2:19][CH2:18][C:13]2([O:17][CH2:16][CH2:15][O:14]2)[CH2:12][CH2:11]1)[C:2]1[CH:7]=[CH:6][CH:5]=[CH:4][CH:3]=1.[BH4-].[Li+]. (7) Given the product [F:23][C:22]([F:24])([F:25])[C:21]([NH:20][CH2:19][CH2:18][CH2:17][C:13]1[CH:14]=[CH:15][CH:16]=[C:11]([C:4]#[C:3][C:2]([OH:9])([CH3:1])[CH2:5][CH:6]([CH3:8])[CH3:7])[CH:12]=1)=[O:26], predict the reactants needed to synthesize it. The reactants are: [CH3:1][C:2]([OH:9])([CH2:5][CH:6]([CH3:8])[CH3:7])[C:3]#[CH:4].Br[C:11]1[CH:12]=[C:13]([CH2:17][CH2:18][CH2:19][NH:20][C:21](=[O:26])[C:22]([F:25])([F:24])[F:23])[CH:14]=[CH:15][CH:16]=1. (8) Given the product [NH2:24][CH2:23][C:20]1[N:18]2[N:19]=[C:14]([C:12]3[O:11][N:10]=[C:9]([CH2:8][OH:7])[CH:13]=3)[CH:15]=[CH:16][C:17]2=[N:22][N:21]=1, predict the reactants needed to synthesize it. The reactants are: O1CCCCC1[O:7][CH2:8][C:9]1[CH:13]=[C:12]([C:14]2[CH:15]=[CH:16][C:17]3[N:18]([C:20]([CH2:23][NH:24]C(=O)OC(C)(C)C)=[N:21][N:22]=3)[N:19]=2)[O:11][N:10]=1.FC(F)(F)C(O)=O. (9) The reactants are: [C:1]1([OH:11])[C:10]2[C:5](=[CH:6][CH:7]=[CH:8][CH:9]=2)[CH:4]=[CH:3][CH:2]=1.C1(C)C=CC(S(O[CH2:22][C:23]([F:26])([F:25])[F:24])(=O)=O)=CC=1.C(=O)([O-])[O-].[K+].[K+].CS(C)=O. Given the product [F:24][C:23]([F:26])([F:25])[CH2:22][O:11][C:1]1[C:10]2[C:5](=[CH:6][CH:7]=[CH:8][CH:9]=2)[CH:4]=[CH:3][CH:2]=1, predict the reactants needed to synthesize it.